Dataset: Full USPTO retrosynthesis dataset with 1.9M reactions from patents (1976-2016). Task: Predict the reactants needed to synthesize the given product. (1) Given the product [CH3:13][O:14][C:15](=[O:25])[CH:16]=[CH:17][C:18]1[CH:23]=[CH:22][CH:21]=[C:20]([NH:24][S:9](/[CH:8]=[CH:7]/[C:1]2[CH:6]=[CH:5][CH:4]=[CH:3][CH:2]=2)(=[O:11])=[O:10])[CH:19]=1, predict the reactants needed to synthesize it. The reactants are: [C:1]1(/[CH:7]=[CH:8]/[S:9](Cl)(=[O:11])=[O:10])[CH:6]=[CH:5][CH:4]=[CH:3][CH:2]=1.[CH3:13][O:14][C:15](=[O:25])[CH:16]=[CH:17][C:18]1[CH:23]=[CH:22][CH:21]=[C:20]([NH2:24])[CH:19]=1.C([O-])(O)=O.[Na+]. (2) The reactants are: [Br:1][C:2]1[CH:3]=[CH:4][C:5]([Cl:11])=[C:6]([CH:10]=1)[C:7](O)=[O:8].[Cl-:12]. Given the product [Br:1][C:2]1[CH:3]=[CH:4][C:5]([Cl:11])=[C:6]([CH:10]=1)[C:7]([Cl:12])=[O:8], predict the reactants needed to synthesize it. (3) Given the product [CH3:1][C:2]1[C@@H:19]([O:20][C:21]([C@H:23]([OH:40])[C@@H:24]([NH:31][C:32]([C:34]2[CH:39]=[CH:38][CH:37]=[CH:36][CH:35]=2)=[O:33])[C:25]2[CH:26]=[CH:27][CH:28]=[CH:29][CH:30]=2)=[O:22])[CH2:18][C@:14]2([OH:41])[C:15]([CH3:16])([CH3:17])[C:3]=1[C@@H:4]([O:59][C:60]([CH3:62])=[O:61])[C:5]([C@@:7]1([CH3:58])[C@H:12]([C@@H:13]2[O:42][C:43]([C:45]2[CH:50]=[CH:49][CH:48]=[CH:47][CH:46]=2)=[O:44])[C@:11]2([O:53][C:54]([CH3:56])=[O:55])[CH2:51][O:52][C@@H:10]2[CH2:9][C@@H:8]1[OH:57])=[O:6], predict the reactants needed to synthesize it. The reactants are: [CH3:1][C:2]1[C@@H:19]([O:20][C:21]([C@H:23]([OH:40])[C@@H:24]([NH:31][C:32]([C:34]2[CH:35]=[CH:36][CH:37]=[CH:38][CH:39]=2)=[O:33])[C:25]2[CH:26]=[CH:27][CH:28]=[CH:29][CH:30]=2)=[O:22])[CH2:18][C@:14]2([OH:41])[C:15]([CH3:17])([CH3:16])[C:3]=1[C@@H:4]([O:59][C:60]([CH3:62])=[O:61])[C:5]([C@@:7]1([CH3:58])[C@H:12]([C@@H:13]2[O:42][C:43]([C:45]2[CH:46]=[CH:47][CH:48]=[CH:49][CH:50]=2)=[O:44])[C@:11]2([O:53][C:54]([CH3:56])=[O:55])[CH2:51][O:52][C@@H:10]2[CH2:9][C@@H:8]1[OH:57])=[O:6].ClCCl. (4) Given the product [N:12]1([C:11]2[CH:10]=[CH:9][C:8]([C:22]3[CH:27]=[CH:26][CH:25]=[CH:24][C:23]=3[C:28]3[NH:32][N:31]=[N:30][N:29]=3)=[CH:7][C:6]=2[NH2:3])[C:21]2[C:16](=[CH:17][CH:18]=[CH:19][CH:20]=2)[CH2:15][CH2:14][CH2:13]1, predict the reactants needed to synthesize it. The reactants are: [Cl-].[NH4+].[N+:3]([C:6]1[CH:7]=[C:8]([C:22]2[CH:27]=[CH:26][CH:25]=[CH:24][C:23]=2[C:28]2[NH:32][N:31]=[N:30][N:29]=2)[CH:9]=[CH:10][C:11]=1[N:12]1[C:21]2[C:16](=[CH:17][CH:18]=[CH:19][CH:20]=2)[CH2:15][CH2:14][CH2:13]1)([O-])=O.